From a dataset of Catalyst prediction with 721,799 reactions and 888 catalyst types from USPTO. Predict which catalyst facilitates the given reaction. (1) Reactant: Cl.[NH2:2][CH:3]1[C:15]2[CH:14]=[CH:13][CH:12]=[CH:11][C:10]=2[C:9]2[C:4]1=[CH:5][CH:6]=[CH:7][CH:8]=2.C([N:19]([CH:22]([CH3:24])C)[CH2:20]C)(C)C.[CH:25]1[CH:26]=[CH:27][C:28]2[N:33](O)[N:32]=N[C:29]=2[CH:30]=1.[C:35]([OH:45])(=O)[CH:36]=[CH:37]C1C=CC=CC=1.CN([CH:49]=[O:50])C. Product: [CH:14]1[C:15]2[CH:3]([NH:2][C:35](=[O:45])/[CH:36]=[CH:37]/[C:25]3[CH:26]=[CH:27][C:28]([N:33]4[CH:20]=[N:19][C:22]([CH3:24])=[N:32]4)=[C:29]([O:50][CH3:49])[CH:30]=3)[C:4]3[C:9](=[CH:8][CH:7]=[CH:6][CH:5]=3)[C:10]=2[CH:11]=[CH:12][CH:13]=1. The catalyst class is: 344. (2) Reactant: [I:1][C:2]1[CH:9]=[C:8]([O:10][CH3:11])[C:7]([O:12][CH3:13])=[CH:6][C:3]=1[CH:4]=[O:5].[O-:14][Mn](=O)(=O)=O.[K+].Cl. Product: [I:1][C:2]1[CH:9]=[C:8]([O:10][CH3:11])[C:7]([O:12][CH3:13])=[CH:6][C:3]=1[C:4]([OH:14])=[O:5]. The catalyst class is: 144. (3) Reactant: [Cl:1][C:2]1[C:7]([C:8]2[C:13]([F:14])=[CH:12][C:11]([O:15][CH2:16][CH2:17][CH2:18][O:19]CC3C=CC(OC)=CC=3)=[CH:10][C:9]=2[F:29])=[C:6]([CH:30]2[CH2:36][CH2:35][CH2:34][CH2:33][CH2:32][CH2:31]2)[N:5]2[N:37]=[CH:38][N:39]=[C:4]2[N:3]=1.ClC1C(=O)C(C#N)=C(C#N)C(=O)C=1Cl. Product: [Cl:1][C:2]1[C:7]([C:8]2[C:13]([F:14])=[CH:12][C:11]([O:15][CH2:16][CH2:17][CH2:18][OH:19])=[CH:10][C:9]=2[F:29])=[C:6]([CH:30]2[CH2:36][CH2:35][CH2:34][CH2:33][CH2:32][CH2:31]2)[N:5]2[N:37]=[CH:38][N:39]=[C:4]2[N:3]=1. The catalyst class is: 34. (4) Reactant: [Br:1][C:2]1[CH:3]=[CH:4][C:5]([NH:9][CH:10]2[CH2:15][CH2:14][O:13][CH2:12][CH2:11]2)=[C:6]([OH:8])[CH:7]=1.Br[CH2:17][CH2:18]Br.C(=O)([O-])[O-].[K+].[K+]. Product: [Br:1][C:2]1[CH:3]=[CH:4][C:5]2[N:9]([CH:10]3[CH2:15][CH2:14][O:13][CH2:12][CH2:11]3)[CH2:17][CH2:18][O:8][C:6]=2[CH:7]=1. The catalyst class is: 3. (5) Reactant: [Br:1][C:2]1[CH:3]=[C:4]([CH:8]=[CH:9][C:10]=1[F:11])[C:5]([OH:7])=[O:6].S(Cl)(Cl)=O.[CH3:16][CH2:17]O. Product: [Br:1][C:2]1[CH:3]=[C:4]([CH:8]=[CH:9][C:10]=1[F:11])[C:5]([O:7][CH2:16][CH3:17])=[O:6]. The catalyst class is: 13. (6) Reactant: [Cl:1][C:2]1[C:10]2[O:9][CH2:8][CH2:7][C:6]=2[C:5]([C@H:11]2[C@H:16]([O:17]CC3C=CC=CC=3)[C@@H:15]([O:25]CC3C=CC=CC=3)[C@H:14]([O:33]CC3C=CC=CC=3)[C@@H:13]([CH2:41][O:42]CC3C=CC=CC=3)[O:12]2)=[CH:4][C:3]=1[CH2:50][C:51]1[CH:56]=[CH:55][C:54]([O:57][CH2:58][CH3:59])=[CH:53][CH:52]=1. Product: [Cl:1][C:2]1[C:10]2[O:9][CH2:8][CH2:7][C:6]=2[C:5]([C@H:11]2[C@H:16]([OH:17])[C@@H:15]([OH:25])[C@H:14]([OH:33])[C@@H:13]([CH2:41][OH:42])[O:12]2)=[CH:4][C:3]=1[CH2:50][C:51]1[CH:52]=[CH:53][C:54]([O:57][CH2:58][CH3:59])=[CH:55][CH:56]=1. The catalyst class is: 358.